From a dataset of Full USPTO retrosynthesis dataset with 1.9M reactions from patents (1976-2016). Predict the reactants needed to synthesize the given product. (1) Given the product [NH2:24][C:22]1[CH:21]=[CH:20][C:3]([O:4][C:5]2[CH:6]=[CH:7][C:8]3[N:9]([N:11]=[C:12]([NH:14][C:15]([CH:17]4[CH2:19][CH2:18]4)=[O:16])[N:13]=3)[CH:10]=2)=[C:2]([F:1])[CH:23]=1, predict the reactants needed to synthesize it. The reactants are: [F:1][C:2]1[CH:23]=[C:22]([N+:24]([O-])=O)[CH:21]=[CH:20][C:3]=1[O:4][C:5]1[CH:6]=[CH:7][C:8]2[N:9]([N:11]=[C:12]([NH:14][C:15]([CH:17]3[CH2:19][CH2:18]3)=[O:16])[N:13]=2)[CH:10]=1.[Cl-].[NH4+]. (2) Given the product [C:21]([NH:20][C:18](=[O:19])[C:17]1[CH:25]=[CH:26][CH:27]=[C:15]([CH2:14][N:11]2[CH2:12][CH2:13][N:8]([C:6](=[O:7])[C:5]3[CH:31]=[CH:32][C:2]([NH:1][C:35]([NH:51][CH2:47][CH:48]([CH3:50])[CH3:49])=[O:36])=[C:3]([F:33])[CH:4]=3)[CH2:9][C@@H:10]2[CH:28]([CH3:29])[CH3:30])[CH:16]=1)([CH3:22])([CH3:23])[CH3:24], predict the reactants needed to synthesize it. The reactants are: [NH2:1][C:2]1[CH:32]=[CH:31][C:5]([C:6]([N:8]2[CH2:13][CH2:12][N:11]([CH2:14][C:15]3[CH:16]=[C:17]([CH:25]=[CH:26][CH:27]=3)[C:18]([NH:20][C:21]([CH3:24])([CH3:23])[CH3:22])=[O:19])[C@@H:10]([CH:28]([CH3:30])[CH3:29])[CH2:9]2)=[O:7])=[CH:4][C:3]=1[F:33].Cl[C:35](OC1C=CC([N+]([O-])=O)=CC=1)=[O:36].[CH2:47]([NH2:51])[CH:48]([CH3:50])[CH3:49]. (3) Given the product [C:27]([CH2:26][CH2:25][C:13]1[C:12]([CH2:11][CH2:10][CH2:9][CH2:8][CH2:7][CH2:6][O:5][C:4]2[CH:3]=[C:2]([C:40]3[CH:41]=[N:36][CH:37]=[N:38][CH:39]=3)[CH:32]=[C:31]([CH2:33][O:34][CH3:35])[CH:30]=2)=[CH:24][CH:23]=[CH:22][C:14]=1[O:15][CH2:16][CH2:17][CH2:18][C:19]([OH:21])=[O:20])([OH:29])=[O:28], predict the reactants needed to synthesize it. The reactants are: Br[C:2]1[CH:3]=[C:4]([CH:30]=[C:31]([CH2:33][O:34][CH3:35])[CH:32]=1)[O:5][CH2:6][CH2:7][CH2:8][CH2:9][CH2:10][CH2:11][C:12]1[C:13]([CH2:25][CH2:26][C:27]([OH:29])=[O:28])=[C:14]([CH:22]=[CH:23][CH:24]=1)[O:15][CH2:16][CH2:17][CH2:18][C:19]([OH:21])=[O:20].[N:36]1[CH:41]=[C:40](B(O)O)[CH:39]=[N:38][CH:37]=1.C(=O)([O-])[O-].[Cs+].[Cs+]. (4) Given the product [F:1][C:2]([F:7])([F:6])[C:3]([OH:5])=[O:4].[CH:8]1([O:12][C:13]2[NH:14][C:15]([NH2:30])=[C:16]3[C:20]([N:21]=2)=[N:19][C:18]([O:28][CH3:29])=[N:17]3)[CH2:9][CH2:10][CH2:11]1, predict the reactants needed to synthesize it. The reactants are: [F:1][C:2]([F:7])([F:6])[C:3]([OH:5])=[O:4].[CH:8]1([O:12][C:13]2[N:21]=[C:20]3[C:16]([N:17]=[C:18]([O:28][CH3:29])[N:19]3C3CCCCO3)=[C:15]([NH2:30])[N:14]=2)[CH2:11][CH2:10][CH2:9]1.